This data is from Forward reaction prediction with 1.9M reactions from USPTO patents (1976-2016). The task is: Predict the product of the given reaction. (1) The product is: [NH:11]1[C:15]2[CH:16]=[CH:17][CH:18]=[CH:19][C:14]=2[N:13]=[C:12]1[C@H:8]([NH:9][C:10]([NH:38][CH:35]1[CH2:36][CH2:37][N:32]([CH:26]2[CH2:31][CH2:30][CH2:29][CH2:28][CH2:27]2)[CH2:33][CH2:34]1)=[O:20])[CH2:7][C:6]1[CH:5]=[CH:4][C:3]([O:2][CH3:1])=[CH:22][CH:21]=1. Given the reactants [CH3:1][O:2][C:3]1[CH:22]=[CH:21][C:6]([CH2:7][C@@H:8]2[C:12]3=[N:13][C:14]4[CH:19]=[CH:18][CH:17]=[CH:16][C:15]=4[N:11]3[C:10](=[O:20])[NH:9]2)=[CH:5][CH:4]=1.O.Cl.Cl.[CH:26]1([N:32]2[CH2:37][CH2:36][CH:35]([NH2:38])[CH2:34][CH2:33]2)[CH2:31][CH2:30][CH2:29][CH2:28][CH2:27]1.C(O)(C(F)(F)F)=O, predict the reaction product. (2) Given the reactants [CH:1]([C:4]1[CH:10]=[CH:9][CH:8]=[CH:7][C:5]=1[NH2:6])([CH3:3])[CH3:2].[N+:11]([O-])([O-:13])=[O:12].[K+].[OH-].[Na+], predict the reaction product. The product is: [CH:1]([C:4]1[CH:10]=[CH:9][C:8]([N+:11]([O-:13])=[O:12])=[CH:7][C:5]=1[NH2:6])([CH3:3])[CH3:2]. (3) Given the reactants [O:1]=[C:2]([C:13]1[O:14][C:15]([C:18]2[CH:23]=[CH:22][CH:21]=[CH:20][N:19]=2)=[CH:16][N:17]=1)[CH2:3][CH2:4][CH2:5][CH2:6][C:7]#[C:8][Si](C)(C)C.[F:24][C:25]1[CH:30]=[CH:29][CH:28]=[C:27](I)[CH:26]=1, predict the reaction product. The product is: [O:1]=[C:2]([C:13]1[O:14][C:15]([C:18]2[CH:23]=[CH:22][CH:21]=[CH:20][N:19]=2)=[CH:16][N:17]=1)[CH2:3][CH2:4][CH2:5][CH2:6][C:7]#[C:8][C:27]1[CH:28]=[CH:29][CH:30]=[C:25]([F:24])[CH:26]=1.